This data is from Catalyst prediction with 721,799 reactions and 888 catalyst types from USPTO. The task is: Predict which catalyst facilitates the given reaction. (1) Reactant: [Cl:1][C:2]1[CH:3]=[C:4]([N:9]([CH2:22][CH2:23][CH2:24][N:25]2[CH2:30][CH2:29][CH:28]([CH2:31][C:32]3[CH:37]=[CH:36][C:35]([C:38](=[O:42])[CH:39]([CH3:41])[CH3:40])=[CH:34][CH:33]=3)[CH2:27][CH2:26]2)[C:10]([CH:12]2[CH2:17][CH2:16][N:15]([S:18]([CH3:21])(=[O:20])=[O:19])[CH2:14][CH2:13]2)=[O:11])[CH:5]=[CH:6][C:7]=1[Cl:8].[BH4-].[Na+].Cl.[OH-].[Na+]. Product: [Cl:1][C:2]1[CH:3]=[C:4]([N:9]([CH2:22][CH2:23][CH2:24][N:25]2[CH2:30][CH2:29][CH:28]([CH2:31][C:32]3[CH:33]=[CH:34][C:35]([CH:38]([OH:42])[CH:39]([CH3:40])[CH3:41])=[CH:36][CH:37]=3)[CH2:27][CH2:26]2)[C:10]([CH:12]2[CH2:17][CH2:16][N:15]([S:18]([CH3:21])(=[O:19])=[O:20])[CH2:14][CH2:13]2)=[O:11])[CH:5]=[CH:6][C:7]=1[Cl:8]. The catalyst class is: 92. (2) Reactant: Cl.[Cl:2][C:3]1[C:4]([CH2:9][NH2:10])=[N:5][CH:6]=[CH:7][N:8]=1.[CH2:11]([O:18][C:19]([N:21]1[CH2:26][CH2:25][CH2:24][C@@H:23]([C:27](O)=[O:28])[CH2:22]1)=[O:20])[C:12]1[CH:17]=[CH:16][CH:15]=[CH:14][CH:13]=1.CN(C(ON1N=NC2C=CC=NC1=2)=[N+](C)C)C.F[P-](F)(F)(F)(F)F.C(N(CC)CC)C. Product: [Cl:2][C:3]1[C:4]([CH2:9][NH:10][C:27]([C@@H:23]2[CH2:24][CH2:25][CH2:26][N:21]([C:19]([O:18][CH2:11][C:12]3[CH:13]=[CH:14][CH:15]=[CH:16][CH:17]=3)=[O:20])[CH2:22]2)=[O:28])=[N:5][CH:6]=[CH:7][N:8]=1. The catalyst class is: 4.